From a dataset of Forward reaction prediction with 1.9M reactions from USPTO patents (1976-2016). Predict the product of the given reaction. (1) Given the reactants Br[CH:2]([C:23]1[CH:28]=[CH:27][CH:26]=[CH:25][CH:24]=1)[C:3]([C:5]1[CH:10]=[CH:9][C:8]([C:11]2([NH:15][C:16](=[O:22])[O:17][C:18]([CH3:21])([CH3:20])[CH3:19])[CH2:14][CH2:13][CH2:12]2)=[CH:7][CH:6]=1)=O.[CH3:29][C:30]1[C:31]([NH2:37])=[N:32][CH:33]=[C:34]([CH3:36])[N:35]=1.C(N(C(C)C)CC)(C)C, predict the reaction product. The product is: [CH3:36][C:34]1[N:35]=[C:30]([CH3:29])[C:31]2[N:32]([C:2]([C:23]3[CH:28]=[CH:27][CH:26]=[CH:25][CH:24]=3)=[C:3]([C:5]3[CH:10]=[CH:9][C:8]([C:11]4([NH:15][C:16](=[O:22])[O:17][C:18]([CH3:21])([CH3:20])[CH3:19])[CH2:14][CH2:13][CH2:12]4)=[CH:7][CH:6]=3)[N:37]=2)[CH:33]=1. (2) The product is: [O:34]=[C:28]([CH:10]1[C:9](=[O:11])[CH:8]2[CH2:12][CH2:13][CH:1]1[C:2]1[C:7]2=[CH:6][CH:5]=[CH:4][CH:3]=1)[C:29]([O:31][CH2:32][CH3:33])=[O:30]. Given the reactants [CH:1]12[CH2:13][CH2:12][CH:8]([C:9](=[O:11])[CH2:10]1)[C:7]1[C:2]2=[CH:3][CH:4]=[CH:5][CH:6]=1.C[Si](C)(C)N[Si](C)(C)C.[Li]CCCC.[C:28](OCC)(=[O:34])[C:29]([O:31][CH2:32][CH3:33])=[O:30], predict the reaction product. (3) The product is: [CH3:23][S:24]([O:11][C@H:9]1[CH2:10][C@@H:7]([O:6][C:5]2[CH:12]=[C:13]([CH3:14])[C:2]([Br:1])=[C:3]([CH3:15])[CH:4]=2)[CH2:8]1)(=[O:26])=[O:25]. Given the reactants [Br:1][C:2]1[C:13]([CH3:14])=[CH:12][C:5]([O:6][C@@H:7]2[CH2:10][C@H:9]([OH:11])[CH2:8]2)=[CH:4][C:3]=1[CH3:15].CCN(CC)CC.[CH3:23][S:24](Cl)(=[O:26])=[O:25], predict the reaction product.